Dataset: Reaction yield outcomes from USPTO patents with 853,638 reactions. Task: Predict the reaction yield, written as a fraction of the theoretical maximum amount of product (1.0 means a 100% yield; for example, 0.34 means a 34% yield). (1) The reactants are [C:1]1([C:21]2[CH:26]=[CH:25][CH:24]=[CH:23][CH:22]=2)[CH:6]=[CH:5][C:4]([C:7]2[C:8]([CH3:20])=[N:9][N:10]([C:13]3[CH:14]=[C:15]([OH:19])[CH:16]=[CH:17][CH:18]=3)[C:11]=2[CH3:12])=[CH:3][CH:2]=1.Br[C:28]1[CH:29]=[C:30]([CH:38]=[CH:39][CH:40]=1)[O:31][C:32]1[CH:37]=[CH:36][CH:35]=[CH:34][N:33]=1.N1C=CC=CC=1C(O)=O.[O-]P([O-])([O-])=O.[K+].[K+].[K+]. The catalyst is [Cu]I. The product is [C:1]1([C:21]2[CH:22]=[CH:23][CH:24]=[CH:25][CH:26]=2)[CH:6]=[CH:5][C:4]([C:7]2[C:8]([CH3:20])=[N:9][N:10]([C:13]3[CH:14]=[C:15]([CH:16]=[CH:17][CH:18]=3)[O:19][C:28]3[CH:29]=[C:30]([CH:38]=[CH:39][CH:40]=3)[O:31][C:32]3[CH:37]=[CH:36][CH:35]=[CH:34][N:33]=3)[C:11]=2[CH3:12])=[CH:3][CH:2]=1. The yield is 0.680. (2) The reactants are [C:1]([C:4]1[CH:5]=[C:6]2[C:11](=[CH:12][CH:13]=1)[NH:10][CH:9]=[CH:8][C:7]2=[O:14])(=[O:3])[CH3:2].N1C=CC=CC=1.[F:21][C:22]([F:35])([F:34])[S:23](O[S:23]([C:22]([F:35])([F:34])[F:21])(=[O:25])=[O:24])(=[O:25])=[O:24]. The catalyst is C(Cl)Cl. The product is [C:1]([C:4]1[CH:5]=[C:6]2[C:11](=[CH:12][CH:13]=1)[N:10]=[CH:9][CH:8]=[C:7]2[O:14][S:23]([C:22]([F:35])([F:34])[F:21])(=[O:25])=[O:24])(=[O:3])[CH3:2]. The yield is 0.750.